This data is from Full USPTO retrosynthesis dataset with 1.9M reactions from patents (1976-2016). The task is: Predict the reactants needed to synthesize the given product. (1) Given the product [Cl:1][C:2]1[CH:3]=[C:4]([CH2:9][C:10]([O:12][CH2:14][CH3:15])=[O:11])[CH:5]=[CH:6][C:7]=1[Cl:8], predict the reactants needed to synthesize it. The reactants are: [Cl:1][C:2]1[CH:3]=[C:4]([CH2:9][C:10]([OH:12])=[O:11])[CH:5]=[CH:6][C:7]=1[Cl:8].Cl.[CH2:14](O)[CH3:15]. (2) Given the product [Cl:1][C:2]1[N:3]=[C:4]([Cl:18])[C:5]2[CH2:10][CH2:9][C:8]([C:11]3[CH:16]=[CH:15][C:14]([F:17])=[CH:13][CH:12]=3)([CH3:19])[C:6]=2[N:7]=1, predict the reactants needed to synthesize it. The reactants are: [Cl:1][C:2]1[N:3]=[C:4]([Cl:18])[C:5]2[CH2:10][CH2:9][CH:8]([C:11]3[CH:16]=[CH:15][C:14]([F:17])=[CH:13][CH:12]=3)[C:6]=2[N:7]=1.[CH3:19][Si]([N-][Si](C)(C)C)(C)C.[K+].N[C@H](C(O)=O)CCSC.CCOC(C)=O. (3) The reactants are: C1C=CC(P(C2C=CC3C(=CC=CC=3)C=2C2C3C(=CC=CC=3)C=CC=2P(C2C=CC=CC=2)C2C=CC=CC=2)C2C=CC=CC=2)=CC=1.I[C:48]1[C:49]2[C:50](=[CH:54][N:55]([CH2:57][C:58]3[CH:63]=[CH:62][C:61]([O:64][CH3:65])=[CH:60][CH:59]=3)[N:56]=2)[N:51]=[CH:52][CH:53]=1.[Cl:66][C:67]1[CH:68]=[CH:69][C:70]([F:81])=[C:71]([C:73]2[N:78]=[C:77]([NH2:79])[C:76]([CH3:80])=[CH:75][N:74]=2)[CH:72]=1.CC([O-])(C)C.[Na+]. Given the product [Cl:66][C:67]1[CH:68]=[CH:69][C:70]([F:81])=[C:71]([C:73]2[N:78]=[C:77]([NH:79][C:48]3[CH:53]=[CH:52][N:51]=[C:50]4[CH:49]=[N:56][N:55]([CH2:57][C:58]5[CH:59]=[CH:60][C:61]([O:64][CH3:65])=[CH:62][CH:63]=5)[C:54]=34)[C:76]([CH3:80])=[CH:75][N:74]=2)[CH:72]=1.[Cl:66][C:67]1[CH:68]=[CH:69][C:70]([F:81])=[C:71]([C:73]2[N:78]=[C:77]([NH:79][C:48]3[C:49]4[C:50](=[CH:54][N:55]([CH2:57][C:58]5[CH:63]=[CH:62][C:61]([O:64][CH3:65])=[CH:60][CH:59]=5)[N:56]=4)[N:51]=[CH:52][CH:53]=3)[C:76]([CH3:80])=[CH:75][N:74]=2)[CH:72]=1, predict the reactants needed to synthesize it. (4) Given the product [Cl:8][C:6]1[N:7]=[C:2]([C:3]([O:4][CH2:13][CH3:14])=[O:12])[CH:10]=[CH:9][C:5]=1[CH3:11], predict the reactants needed to synthesize it. The reactants are: Cl[C:2]12[CH2:10][CH2:9][C:5]([CH3:11])([C:6]([Cl:8])=[N:7]1)[O:4][C:3]2=[O:12].[CH2:13]1CCN2C(=NCCC2)C[CH2:14]1.C(O)C. (5) The reactants are: [Cl:1][C:2]1[CH:3]=[C:4]([C:8]2[C:13]3[N:14]=[CH:15][S:16][C:12]=3[CH:11]=[C:10]([CH3:17])[C:9]=2[F:18])[CH:5]=[CH:6][CH:7]=1.C1C(=O)N([Br:26])C(=O)C1. Given the product [Br:26][CH2:17][C:10]1[C:9]([F:18])=[C:8]([C:4]2[CH:5]=[CH:6][CH:7]=[C:2]([Cl:1])[CH:3]=2)[C:13]2[N:14]=[CH:15][S:16][C:12]=2[CH:11]=1, predict the reactants needed to synthesize it.